Dataset: Catalyst prediction with 721,799 reactions and 888 catalyst types from USPTO. Task: Predict which catalyst facilitates the given reaction. (1) Reactant: [Br:1][C:2]1[CH:6]=[N:5][N:4]([CH3:7])[C:3]=1[C:8]1[CH:9]=[C:10]([NH2:16])[CH:11]=[CH:12][C:13]=1[O:14][CH3:15].[Cl:17][C:18]1[CH:19]=[C:20]([N:24]=[C:25]=[O:26])[CH:21]=[CH:22][CH:23]=1. Product: [Br:1][C:2]1[CH:6]=[N:5][N:4]([CH3:7])[C:3]=1[C:8]1[CH:9]=[C:10]([NH:16][C:25]([NH:24][C:20]2[CH:21]=[CH:22][CH:23]=[C:18]([Cl:17])[CH:19]=2)=[O:26])[CH:11]=[CH:12][C:13]=1[O:14][CH3:15]. The catalyst class is: 2. (2) Reactant: C([O:3][P:4]([CH2:9][CH2:10][NH:11][C:12](=[O:34])[C:13]1[CH:18]=[CH:17][C:16]([N:19]([CH2:21][C:22]2[N:23]=[C:24]3[C:29](=[N:30][CH:31]=2)[N:28]=[C:27]([NH2:32])[N:26]=[C:25]3[NH2:33])[CH3:20])=[CH:15][CH:14]=1)(=[O:8])[O:5]CC)C.C[Si](Br)(C)C. Product: [NH2:32][C:27]1[N:26]=[C:25]([NH2:33])[C:24]2[C:29](=[N:30][CH:31]=[C:22]([CH2:21][N:19]([CH3:20])[C:16]3[CH:15]=[CH:14][C:13]([C:12]([NH:11][CH2:10][CH2:9][P:4](=[O:3])([OH:8])[OH:5])=[O:34])=[CH:18][CH:17]=3)[N:23]=2)[N:28]=1. The catalyst class is: 3. (3) Reactant: FC1C=C([C@:12]([C:21]2[CH:26]=[C:25]([O:27][C:28]([F:33])([F:32])[CH:29]([F:31])[F:30])[CH:24]=[C:23]([F:34])[CH:22]=2)([NH2:20])[CH2:13][C:14]2[CH:19]=[CH:18][CH:17]=[CH:16][CH:15]=2)C=CC=1OC(C)C.[F:46][C:41]([F:47])([C:42]([F:45])([F:44])[F:43])[C:40](O[C:40](=[O:48])[C:41]([F:47])([F:46])[C:42]([F:45])([F:44])[F:43])=[O:48].[CH3:54][OH:55]. Product: [F:47][C:41]([F:46])([C:42]([F:43])([F:44])[F:45])[C:40]([NH:20][C@:12]([C:12]1[CH:21]=[CH:22][C:23]([F:34])=[C:54]([O:55][CH:14]([CH3:19])[CH3:15])[CH:13]=1)([C:21]1[CH:26]=[C:25]([O:27][C:28]([F:32])([F:33])[CH:29]([F:31])[F:30])[CH:24]=[C:23]([F:34])[CH:22]=1)[CH2:13][C:14]1[CH:15]=[CH:16][CH:17]=[CH:18][CH:19]=1)=[O:48]. The catalyst class is: 202. (4) Product: [O:1]1[C:5]2([CH2:10][CH2:9][CH:8]([NH:11][C:13]3[C:18]([N+:19]([O-:21])=[O:20])=[CH:17][N:16]=[C:15]4[CH:22]=[CH:23][S:24][C:14]=34)[CH2:7][CH2:6]2)[O:4][CH2:3][CH2:2]1. Reactant: [O:1]1[C:5]2([CH2:10][CH2:9][CH:8]([NH2:11])[CH2:7][CH2:6]2)[O:4][CH2:3][CH2:2]1.Cl[C:13]1[C:18]([N+:19]([O-:21])=[O:20])=[CH:17][N:16]=[C:15]2[CH:22]=[CH:23][S:24][C:14]=12.C(N(CC)CC)C. The catalyst class is: 32. (5) Reactant: [Cl:1][C:2]1[CH:7]=[CH:6][C:5]([CH2:8]Cl)=[CH:4][N:3]=1.[F:10][CH:11]([F:14])[CH2:12][NH2:13].C(N(CC)CC)C. Product: [Cl:1][C:2]1[N:3]=[CH:4][C:5]([CH2:8][NH:13][CH2:12][CH:11]([F:14])[F:10])=[CH:6][CH:7]=1. The catalyst class is: 10. (6) Reactant: C[O:2][C:3](=[O:39])[C:4]1[CH:9]=[CH:8][C:7]([NH:10][C:11](=[O:38])[CH:12]([N:19]2[C:24](=[O:25])[CH:23]=[C:22]([O:26][C:27]3[CH:32]=[CH:31][CH:30]=[CH:29][C:28]=3[CH:33]3[CH2:37][CH2:36][CH2:35][CH2:34]3)[CH:21]=[N:20]2)[CH2:13][CH:14]2[CH2:18][CH2:17][CH2:16][CH2:15]2)=[N:6][CH:5]=1.[OH-].[Li+].CO. Product: [CH:14]1([CH2:13][CH:12]([N:19]2[C:24](=[O:25])[CH:23]=[C:22]([O:26][C:27]3[CH:32]=[CH:31][CH:30]=[CH:29][C:28]=3[CH:33]3[CH2:34][CH2:35][CH2:36][CH2:37]3)[CH:21]=[N:20]2)[C:11]([NH:10][C:7]2[CH:8]=[CH:9][C:4]([C:3]([OH:39])=[O:2])=[CH:5][N:6]=2)=[O:38])[CH2:18][CH2:17][CH2:16][CH2:15]1. The catalyst class is: 7.